Dataset: Full USPTO retrosynthesis dataset with 1.9M reactions from patents (1976-2016). Task: Predict the reactants needed to synthesize the given product. (1) Given the product [CH3:28][C:19]1[CH:20]=[C:21]([C:24]([F:27])([F:25])[F:26])[N:22]=[CH:23][C:18]=1[N:12]1[CH2:13][CH2:14][C:15]2[NH:16][C:8]([CH:5]3[CH2:6][CH2:7][O:2][CH2:3][CH2:4]3)=[CH:9][C:10]=2[CH2:11]1, predict the reactants needed to synthesize it. The reactants are: Cl.[O:2]1[CH2:7][CH2:6][CH:5]([C:8]2[NH:16][C:15]3[CH2:14][CH2:13][NH:12][CH2:11][C:10]=3[CH:9]=2)[CH2:4][CH2:3]1.Br[C:18]1[C:19]([CH3:28])=[CH:20][C:21]([C:24]([F:27])([F:26])[F:25])=[N:22][CH:23]=1. (2) Given the product [CH3:31][C:3]1([CH2:2][OH:1])[S:9][CH2:8][CH2:7][N:6]2[C:10]([C:13]3([C:16]4[CH:17]=[CH:18][C:19]([C:22]5[CH:30]=[CH:29][C:25]([C:26]([N:32]6[CH2:37][CH2:36][O:35][CH2:34][CH2:33]6)=[O:27])=[CH:24][N:23]=5)=[CH:20][CH:21]=4)[CH2:14][CH2:15]3)=[N:11][N:12]=[C:5]2[CH2:4]1, predict the reactants needed to synthesize it. The reactants are: [OH:1][CH2:2][C:3]1([CH3:31])[S:9][CH2:8][CH2:7][N:6]2[C:10]([C:13]3([C:16]4[CH:21]=[CH:20][C:19]([C:22]5[CH:30]=[CH:29][C:25]([C:26](O)=[O:27])=[CH:24][N:23]=5)=[CH:18][CH:17]=4)[CH2:15][CH2:14]3)=[N:11][N:12]=[C:5]2[CH2:4]1.[NH:32]1[CH2:37][CH2:36][O:35][CH2:34][CH2:33]1.Cl.C(N=C=NCCCN(C)C)C.C(=O)([O-])O.[Na+]. (3) Given the product [OH:1][CH:2]([C:4]1[NH:12][C:11]2[C:6](=[N:7][CH:8]=[CH:9][C:10]=2[C:13]([OH:15])=[O:14])[CH:5]=1)[CH3:3], predict the reactants needed to synthesize it. The reactants are: [OH:1][CH:2]([C:4]1[NH:12][C:11]2[C:6](=[N:7][CH:8]=[CH:9][C:10]=2[C:13]([O:15]C)=[O:14])[CH:5]=1)[CH3:3]. (4) Given the product [Cl:1][C:2]1[CH:18]=[CH:17][C:5]2[CH2:6][CH2:7][N:8]([C:11](=[O:16])[C:12]([F:15])([F:14])[F:13])[CH2:9][CH2:10][C:4]=2[C:3]=1[NH:27][CH2:28][C:29]1[CH:30]=[N:31][C:32]([O:35][CH2:36][C:37](=[O:42])[C:38]([CH3:40])([CH3:39])[CH3:41])=[CH:33][CH:34]=1, predict the reactants needed to synthesize it. The reactants are: [Cl:1][C:2]1[CH:18]=[CH:17][C:5]2[CH2:6][CH2:7][N:8]([C:11](=[O:16])[C:12]([F:15])([F:14])[F:13])[CH2:9][CH2:10][C:4]=2[C:3]=1OS(C(F)(F)F)(=O)=O.[NH2:27][CH2:28][C:29]1[CH:30]=[N:31][C:32]([O:35][CH2:36][C:37](=[O:42])[C:38]([CH3:41])([CH3:40])[CH3:39])=[CH:33][CH:34]=1. (5) Given the product [N:6]1[CH:7]=[CH:8][CH:9]=[N:10][C:5]=1[C:3]([NH:12][NH2:13])=[O:2], predict the reactants needed to synthesize it. The reactants are: C[O:2][C:3]([C:5]1[N:10]=[CH:9][CH:8]=[CH:7][N:6]=1)=O.O.[NH2:12][NH2:13]. (6) Given the product [C:34]([SiH2:31][O:30][C:15]([CH3:14])([CH3:40])[C:10]1[CH:9]=[C:49]([Cl:51])[N:13]=[C:12]([NH2:17])[CH:11]=1)([CH3:37])([CH3:36])[CH3:35], predict the reactants needed to synthesize it. The reactants are: [Si](O[CH2:9][C:10]1[CH:15]=[C:14](Cl)[N:13]=[C:12]([NH:17]C(=O)OC(C)(C)C)[CH:11]=1)(C(C)(C)C)(C)C.FC(F)(F)S([O:30][Si:31]([C:34]([CH3:37])([CH3:36])[CH3:35])(C)C)(=O)=O.[CH:40](N(C(C)C)CC)(C)C.[CH2:49]([Cl:51])Cl. (7) Given the product [F:31][C:10]1[CH:11]=[C:12]([NH:15][C:16]([C:18]2([C:21]([NH:23][C:24]3[CH:25]=[CH:26][C:27]([F:30])=[CH:28][CH:29]=3)=[O:22])[CH2:20][CH2:19]2)=[O:17])[CH:13]=[CH:14][C:9]=1[O:8][C:6]1[CH:5]=[CH:4][N:3]=[C:2]([NH:1][C:37]([N:34]2[CH2:45][CH2:44][C@H:43]([OH:42])[CH2:48]2)=[O:49])[CH:7]=1, predict the reactants needed to synthesize it. The reactants are: [NH2:1][C:2]1[CH:7]=[C:6]([O:8][C:9]2[CH:14]=[CH:13][C:12]([NH:15][C:16]([C:18]3([C:21]([NH:23][C:24]4[CH:29]=[CH:28][C:27]([F:30])=[CH:26][CH:25]=4)=[O:22])[CH2:20][CH2:19]3)=[O:17])=[CH:11][C:10]=2[F:31])[CH:5]=[CH:4][N:3]=1.C([N:34]([CH2:37]C)CC)C.ClC([O:42][C:43]1[CH:48]=CC=[CH:45][CH:44]=1)=O.[O:49]1CCCC1. (8) The reactants are: [OH-:1].[Na+].[C:3]1([CH3:10])[C:8]([OH:9])=[CH:7][CH:6]=[CH:5][CH:4]=1.[CH2:11]([N:18]1[CH2:23][CH2:22][CH2:21][C:20](=O)[CH2:19]1)[C:12]1[CH:17]=[CH:16][CH:15]=[CH:14][CH:13]=1.C(Cl)(Cl)Cl.Cl.[O:30]1[CH2:34]CCC1. Given the product [CH2:11]([N:18]1[CH2:23][CH2:22][CH2:21][C:20]([O:9][C:8]2[CH:7]=[CH:6][CH:5]=[CH:4][C:3]=2[CH3:10])([C:34]([OH:30])=[O:1])[CH2:19]1)[C:12]1[CH:17]=[CH:16][CH:15]=[CH:14][CH:13]=1, predict the reactants needed to synthesize it. (9) Given the product [CH3:17][O:14][C:7]1[CH:8]=[N:9][C:10]2[C:5]([CH:6]=1)=[C:4]([N+:1]([O-:3])=[O:2])[CH:13]=[CH:12][CH:11]=2, predict the reactants needed to synthesize it. The reactants are: [N+:1]([C:4]1[CH:13]=[CH:12][CH:11]=[C:10]2[C:5]=1[CH:6]=[C:7]([OH:14])[CH:8]=[N:9]2)([O-:3])=[O:2].[H-].[Na+].[CH3:17]I.O.